Dataset: Forward reaction prediction with 1.9M reactions from USPTO patents (1976-2016). Task: Predict the product of the given reaction. (1) Given the reactants [C:1]1([C:11](O)=O)[C:10]2[C:5](=[CH:6][CH:7]=[CH:8][CH:9]=2)[CH:4]=[CH:3][N:2]=1.[C:14]([NH2:23])(=O)[C:15]1[C:16](=[CH:18][CH:19]=[CH:20][CH:21]=1)[NH2:17].[CH:24]1([NH2:30])[CH2:29][CH2:28][CH2:27][CH2:26][CH2:25]1, predict the reaction product. The product is: [CH:24]1([NH:30][C:14]2[C:15]3[C:16](=[CH:18][CH:19]=[CH:20][CH:21]=3)[N:17]=[C:11]([C:1]3[C:10]4[C:5](=[CH:6][CH:7]=[CH:8][CH:9]=4)[CH:4]=[CH:3][N:2]=3)[N:23]=2)[CH2:29][CH2:28][CH2:27][CH2:26][CH2:25]1. (2) Given the reactants C([O:5][C:6]1[C:15]2[C:10](=[CH:11][CH:12]=[CH:13][CH:14]=2)[CH:9]=[C:8]([Cl:16])[N:7]=1)(C)(C)C, predict the reaction product. The product is: [Cl:16][C:8]1[NH:7][C:6](=[O:5])[C:15]2[C:10]([CH:9]=1)=[CH:11][CH:12]=[CH:13][CH:14]=2. (3) The product is: [ClH:32].[Cl:32][C:31]1[C:26]([N:18]([CH2:19][CH2:20][CH2:21][CH2:22][CH2:23][CH2:24][CH3:25])[CH2:17][CH2:16][C:14]2[N:15]=[C:11]([S:10][C:7]([CH3:8])([CH3:9])[C:6]([OH:35])=[O:5])[S:12][CH:13]=2)=[N:27][CH:28]=[C:29]([C:33]#[N:34])[CH:30]=1. Given the reactants C([O:5][C:6](=[O:35])[C:7]([S:10][C:11]1[S:12][CH:13]=[C:14]([CH2:16][CH2:17][N:18]([C:26]2[C:31]([Cl:32])=[CH:30][C:29]([C:33]#[N:34])=[CH:28][N:27]=2)[CH2:19][CH2:20][CH2:21][CH2:22][CH2:23][CH2:24][CH3:25])[N:15]=1)([CH3:9])[CH3:8])(C)(C)C.FC(F)(F)C(O)=O, predict the reaction product. (4) Given the reactants [Br:1][C:2]1[C:3]([OH:17])=[CH:4][C:5]2[C:6]([CH3:16])([CH3:15])[CH2:7][CH:8]=[C:9]([CH:12]([CH3:14])[CH3:13])[C:10]=2[CH:11]=1.[CH2:18](Br)[C:19]1[CH:24]=[CH:23][CH:22]=[CH:21][CH:20]=1, predict the reaction product. The product is: [CH2:18]([O:17][C:3]1[CH:4]=[C:5]2[C:10]([C:9]([CH:12]([CH3:13])[CH3:14])=[CH:8][CH2:7][C:6]2([CH3:15])[CH3:16])=[CH:11][C:2]=1[Br:1])[C:19]1[CH:24]=[CH:23][CH:22]=[CH:21][CH:20]=1. (5) Given the reactants [CH3:1][C:2]1[N:6]([C:7]2[CH:12]=[CH:11][CH:10]=[CH:9][CH:8]=2)[N:5]=[N:4][C:3]=1[N:13]1[CH2:18][CH2:17][N:16](C(OC(C)(C)C)=O)[CH2:15][C:14]1=[O:26], predict the reaction product. The product is: [CH3:1][C:2]1[N:6]([C:7]2[CH:12]=[CH:11][CH:10]=[CH:9][CH:8]=2)[N:5]=[N:4][C:3]=1[N:13]1[CH2:18][CH2:17][NH:16][CH2:15][C:14]1=[O:26]. (6) Given the reactants C(OC([NH:8][CH2:9][CH2:10][CH2:11][N:12]1[C:16]2[CH:17]=[CH:18][C:19]([C:21]([OH:23])=O)=[CH:20][C:15]=2[N:14]=[CH:13]1)=O)(C)(C)C.[NH2:24][C:25]1[S:26][C:27]([CH3:30])=[CH:28][N:29]=1, predict the reaction product. The product is: [CH3:30][C:27]1[S:26][C:25]([NH:24][C:21]([C:19]2[CH:18]=[CH:17][C:16]3[N:12]([CH2:11][CH2:10][CH2:9][NH2:8])[CH:13]=[N:14][C:15]=3[CH:20]=2)=[O:23])=[N:29][CH:28]=1.